Dataset: CYP3A4 inhibition data for predicting drug metabolism from PubChem BioAssay. Task: Regression/Classification. Given a drug SMILES string, predict its absorption, distribution, metabolism, or excretion properties. Task type varies by dataset: regression for continuous measurements (e.g., permeability, clearance, half-life) or binary classification for categorical outcomes (e.g., BBB penetration, CYP inhibition). Dataset: cyp3a4_veith. (1) The compound is COc1ccc(N2C(N)=NC(N)=NC2(C)C)cc1.Cl. The result is 0 (non-inhibitor). (2) The drug is Cc1ccccc1-c1cncnc1NCc1cccs1. The result is 1 (inhibitor). (3) The compound is CC(=O)NCCc1c[nH]c2ccccc12. The result is 0 (non-inhibitor). (4) The result is 1 (inhibitor). The drug is CCS(=O)(=O)N1CCC[C@H]2CN3CCc4cc(OC)ccc4[C@@H]3C[C@@H]21. (5) The compound is CCN(CC)C(=O)N1CCN(C)CC1.O=C(O)CC(O)(CC(=O)O)C(=O)O. The result is 0 (non-inhibitor). (6) The drug is CS(=O)(=O)N1CCC[C@@]2(CCN(c3ccncc3)C2)C1. The result is 1 (inhibitor). (7) The drug is O=C(N/C(=C\c1cccs1)C(=O)N1CCCCCC1)c1ccccc1. The result is 1 (inhibitor).